Dataset: KCNQ2 potassium channel screen with 302,405 compounds. Task: Binary Classification. Given a drug SMILES string, predict its activity (active/inactive) in a high-throughput screening assay against a specified biological target. The compound is S(C(C(=O)NCC(=O)Nc1c(F)c(F)c(F)cc1)C)c1n(nnn1)c1ccc(OC)cc1. The result is 0 (inactive).